Dataset: Reaction yield outcomes from USPTO patents with 853,638 reactions. Task: Predict the reaction yield, written as a fraction of the theoretical maximum amount of product (1.0 means a 100% yield; for example, 0.34 means a 34% yield). (1) The reactants are [CH3:1][C:2]1([C:5]([OH:7])=O)[CH2:4][CH2:3]1.O=C1N(P(Cl)(N2CCOC2=O)=O)CCO1.C(N(CC)CC)C.[Br:30][C:31]1[C:32]([F:41])=[C:33]2[C:39]([NH2:40])=[CH:38][NH:37][C:34]2=[N:35][CH:36]=1.C([O-])([O-])=O.[Na+].[Na+]. The catalyst is C(Cl)Cl. The product is [Br:30][C:31]1[C:32]([F:41])=[C:33]2[C:39]([NH:40][C:5]([C:2]3([CH3:1])[CH2:4][CH2:3]3)=[O:7])=[CH:38][NH:37][C:34]2=[N:35][CH:36]=1. The yield is 0.684. (2) The reactants are C1(=O)NC(=O)C2=CC=CC=C12.O=C1C2C(=CC=CC=2)C(=O)[N:14]1[CH2:23][CH2:24][O:25][C:26]1[CH:31]=[CH:30][C:29]([C:32](=[O:43])[NH:33][C:34]2([C:37]3[CH:42]=[CH:41][CH:40]=[CH:39][CH:38]=3)[CH2:36][CH2:35]2)=[CH:28][C:27]=1[C:44]1[CH:45]=[CH:46][C:47]2[O:51][C:50]([C:52]3[CH:57]=[CH:56][C:55]([F:58])=[CH:54][CH:53]=3)=[C:49]([C:59]([NH:61][CH3:62])=[O:60])[C:48]=2[CH:63]=1.NN.C(O)(C(F)(F)F)=O. The catalyst is CO.O. The product is [NH2:14][CH2:23][CH2:24][O:25][C:26]1[CH:31]=[CH:30][C:29]([C:32](=[O:43])[NH:33][C:34]2([C:37]3[CH:42]=[CH:41][CH:40]=[CH:39][CH:38]=3)[CH2:35][CH2:36]2)=[CH:28][C:27]=1[C:44]1[CH:45]=[CH:46][C:47]2[O:51][C:50]([C:52]3[CH:53]=[CH:54][C:55]([F:58])=[CH:56][CH:57]=3)=[C:49]([C:59]([NH:61][CH3:62])=[O:60])[C:48]=2[CH:63]=1. The yield is 0.140. (3) The reactants are [OH-].[Na+:2].[CH:3]1[CH:8]=[N:7][CH:6]=[C:5]([CH2:9][C:10]([P:16]([OH:19])([OH:18])=[O:17])([P:12]([OH:15])([OH:14])=[O:13])[OH:11])[CH:4]=1. The catalyst is O.C(O)C. The product is [CH:3]1[CH:8]=[N:7][CH:6]=[C:5]([CH2:9][C:10]([P:12]([O-:14])([OH:15])=[O:13])([P:16]([OH:19])([OH:18])=[O:17])[OH:11])[CH:4]=1.[Na+:2]. The yield is 0.880. (4) The reactants are [NH2:1][C:2]1[N:10]=[CH:9][N:8]=[C:7]2[C:3]=1[N:4]=[CH:5][N:6]2[C@H:11]1[C@@H:15]2[O:16][C:17]([CH3:20])([CH3:19])[O:18][C@@H:14]2[C@@H:13]([CH2:21][N:22]([CH3:27])[CH2:23][CH2:24][CH2:25][NH2:26])[O:12]1.[Cl:28][C:29]1[CH:34]=[CH:33][C:32]([N:35]=[C:36]=[O:37])=[CH:31][C:30]=1[C:38]([F:41])([F:40])[F:39]. The yield is 0.580. The product is [NH2:1][C:2]1[N:10]=[CH:9][N:8]=[C:7]2[C:3]=1[N:4]=[CH:5][N:6]2[C@H:11]1[C@@H:15]2[O:16][C:17]([CH3:19])([CH3:20])[O:18][C@@H:14]2[C@@H:13]([CH2:21][N:22]([CH3:27])[CH2:23][CH2:24][CH2:25][NH:26][C:36]([NH:35][C:32]2[CH:33]=[CH:34][C:29]([Cl:28])=[C:30]([C:38]([F:40])([F:39])[F:41])[CH:31]=2)=[O:37])[O:12]1. The catalyst is C(Cl)Cl. (5) The reactants are [CH3:1][C:2]1[N:20]([CH2:21][C:22]2[CH:27]=[CH:26][CH:25]=[C:24]([C:28]([F:31])([F:30])[F:29])[C:23]=2[CH3:32])[C:5]2=[N:6][C:7]([N:14]3[CH2:19][CH2:18][O:17][CH2:16][CH2:15]3)=[CH:8][C:9]([C:10]([O:12]C)=[O:11])=[C:4]2[N:3]=1. The catalyst is [Li+].[OH-].C1COCC1. The product is [CH3:1][C:2]1[N:20]([CH2:21][C:22]2[CH:27]=[CH:26][CH:25]=[C:24]([C:28]([F:31])([F:29])[F:30])[C:23]=2[CH3:32])[C:5]2=[N:6][C:7]([N:14]3[CH2:15][CH2:16][O:17][CH2:18][CH2:19]3)=[CH:8][C:9]([C:10]([OH:12])=[O:11])=[C:4]2[N:3]=1. The yield is 0.610. (6) The reactants are [Na+].[CH3:2][O:3][C:4]1[CH:9]=[CH:8][C:7]([CH2:10][C:11]([O:13][CH2:14][C:15]([F:21])([F:20])[S:16]([O-:19])(=[O:18])=[O:17])=[O:12])=[CH:6][CH:5]=1.[Na].FC(F)(F)S([O-])(=O)=O.[C:31]1([CH:37]([SH+:44][C:45]2[CH:50]=[CH:49][CH:48]=[CH:47][CH:46]=2)[C:38]2[CH:43]=[CH:42][CH:41]=[CH:40][CH:39]=2)[CH:36]=[CH:35][CH:34]=[CH:33][CH:32]=1. No catalyst specified. The product is [C:38]1([CH:37]([SH+:44][C:45]2[CH:50]=[CH:49][CH:48]=[CH:47][CH:46]=2)[C:31]2[CH:36]=[CH:35][CH:34]=[CH:33][CH:32]=2)[CH:39]=[CH:40][CH:41]=[CH:42][CH:43]=1.[F:21][C:15]([F:20])([S:16]([OH:19])(=[O:18])=[O:17])[CH2:14][O:13][C:11](=[O:12])[CH2:10][C:7]1[CH:6]=[CH:5][C:4]([O:3][CH3:2])=[CH:9][CH:8]=1. The yield is 0.959. (7) The reactants are [CH:1]1([NH2:4])[CH2:3][CH2:2]1.C(N(CC)C(C)C)(C)C.[F:14][C:15]1[CH:20]=[CH:19][C:18]([N+:21]([O-:23])=[O:22])=[CH:17][C:16]=1[S:24](Cl)(=[O:26])=[O:25]. The catalyst is C(Cl)Cl. The product is [CH:1]1([NH:4][S:24]([C:16]2[CH:17]=[C:18]([N+:21]([O-:23])=[O:22])[CH:19]=[CH:20][C:15]=2[F:14])(=[O:26])=[O:25])[CH2:3][CH2:2]1. The yield is 0.670.